From a dataset of NCI-60 drug combinations with 297,098 pairs across 59 cell lines. Regression. Given two drug SMILES strings and cell line genomic features, predict the synergy score measuring deviation from expected non-interaction effect. (1) Cell line: HL-60(TB). Synergy scores: CSS=51.2, Synergy_ZIP=-0.934, Synergy_Bliss=1.19, Synergy_Loewe=-22.2, Synergy_HSA=0.949. Drug 1: CC1=C2C(C(=O)C3(C(CC4C(C3C(C(C2(C)C)(CC1OC(=O)C(C(C5=CC=CC=C5)NC(=O)OC(C)(C)C)O)O)OC(=O)C6=CC=CC=C6)(CO4)OC(=O)C)O)C)O. Drug 2: CC=C1C(=O)NC(C(=O)OC2CC(=O)NC(C(=O)NC(CSSCCC=C2)C(=O)N1)C(C)C)C(C)C. (2) Drug 1: COC1=NC(=NC2=C1N=CN2C3C(C(C(O3)CO)O)O)N. Drug 2: CC1C(C(CC(O1)OC2CC(CC3=C2C(=C4C(=C3O)C(=O)C5=CC=CC=C5C4=O)O)(C(=O)C)O)N)O. Cell line: SN12C. Synergy scores: CSS=33.6, Synergy_ZIP=-3.72, Synergy_Bliss=-7.01, Synergy_Loewe=-11.7, Synergy_HSA=-4.32. (3) Drug 1: CC1C(C(=O)NC(C(=O)N2CCCC2C(=O)N(CC(=O)N(C(C(=O)O1)C(C)C)C)C)C(C)C)NC(=O)C3=C4C(=C(C=C3)C)OC5=C(C(=O)C(=C(C5=N4)C(=O)NC6C(OC(=O)C(N(C(=O)CN(C(=O)C7CCCN7C(=O)C(NC6=O)C(C)C)C)C)C(C)C)C)N)C. Drug 2: CC1=CC=C(C=C1)C2=CC(=NN2C3=CC=C(C=C3)S(=O)(=O)N)C(F)(F)F. Cell line: U251. Synergy scores: CSS=6.23, Synergy_ZIP=2.13, Synergy_Bliss=1.24, Synergy_Loewe=-10.8, Synergy_HSA=1.72. (4) Drug 1: CCC1(CC2CC(C3=C(CCN(C2)C1)C4=CC=CC=C4N3)(C5=C(C=C6C(=C5)C78CCN9C7C(C=CC9)(C(C(C8N6C)(C(=O)OC)O)OC(=O)C)CC)OC)C(=O)OC)O.OS(=O)(=O)O. Drug 2: C1=NC2=C(N=C(N=C2N1C3C(C(C(O3)CO)O)F)Cl)N. Cell line: LOX IMVI. Synergy scores: CSS=-7.72, Synergy_ZIP=1.33, Synergy_Bliss=-3.12, Synergy_Loewe=-7.98, Synergy_HSA=-6.49. (5) Drug 1: CC1=C(C(=CC=C1)Cl)NC(=O)C2=CN=C(S2)NC3=CC(=NC(=N3)C)N4CCN(CC4)CCO. Drug 2: CC1=C(N=C(N=C1N)C(CC(=O)N)NCC(C(=O)N)N)C(=O)NC(C(C2=CN=CN2)OC3C(C(C(C(O3)CO)O)O)OC4C(C(C(C(O4)CO)O)OC(=O)N)O)C(=O)NC(C)C(C(C)C(=O)NC(C(C)O)C(=O)NCCC5=NC(=CS5)C6=NC(=CS6)C(=O)NCCC[S+](C)C)O. Cell line: KM12. Synergy scores: CSS=20.4, Synergy_ZIP=-2.06, Synergy_Bliss=-1.58, Synergy_Loewe=-3.11, Synergy_HSA=-2.51. (6) Drug 1: CC1C(C(=O)NC(C(=O)N2CCCC2C(=O)N(CC(=O)N(C(C(=O)O1)C(C)C)C)C)C(C)C)NC(=O)C3=C4C(=C(C=C3)C)OC5=C(C(=O)C(=C(C5=N4)C(=O)NC6C(OC(=O)C(N(C(=O)CN(C(=O)C7CCCN7C(=O)C(NC6=O)C(C)C)C)C)C(C)C)C)N)C. Drug 2: CCN(CC)CCNC(=O)C1=C(NC(=C1C)C=C2C3=C(C=CC(=C3)F)NC2=O)C. Cell line: HOP-62. Synergy scores: CSS=2.73, Synergy_ZIP=3.68, Synergy_Bliss=7.02, Synergy_Loewe=2.33, Synergy_HSA=2.85.